The task is: Predict the product of the given reaction.. This data is from Forward reaction prediction with 1.9M reactions from USPTO patents (1976-2016). (1) The product is: [C:17]([O:20][CH2:21][C:22]1[C:23]([N:31]2[N:40]=[CH:39][C:38]3[C:33](=[C:34]([F:45])[CH:35]=[C:36]([C:41]([CH3:43])([CH3:42])[CH3:44])[CH:37]=3)[C:32]2=[O:46])=[N:24][CH:25]=[CH:26][C:27]=1[C:2]1[CH:3]=[C:4]([NH:10][C:11]2[CH:15]=[C:14]([CH3:16])[NH:13][N:12]=2)[C:5](=[O:9])[N:6]([CH3:8])[CH:7]=1)(=[O:19])[CH3:18]. Given the reactants Br[C:2]1[CH:3]=[C:4]([NH:10][C:11]2[CH:15]=[C:14]([CH3:16])[NH:13][N:12]=2)[C:5](=[O:9])[N:6]([CH3:8])[CH:7]=1.[C:17]([O:20][CH2:21][C:22]1[C:23]([N:31]2[N:40]=[CH:39][C:38]3[C:33](=[C:34]([F:45])[CH:35]=[C:36]([C:41]([CH3:44])([CH3:43])[CH3:42])[CH:37]=3)[C:32]2=[O:46])=[N:24][CH:25]=[CH:26][C:27]=1B(O)O)(=[O:19])[CH3:18].[O-]P([O-])([O-])=O.[K+].[K+].[K+].C([O-])(=O)C.[Na+], predict the reaction product. (2) The product is: [Cl:1][C:2]1[C:3]2[C:10]([C:48]3[CH:49]=[CH:50][C:51]([O:52][CH3:53])=[C:46]([Cl:45])[C:47]=3[CH3:63])=[CH:9][S:8][C:4]=2[N:5]=[CH:6][N:7]=1. Given the reactants [Cl:1][C:2]1[C:3]2[C:10](I)=[CH:9][S:8][C:4]=2[N:5]=[CH:6][N:7]=1.[O-]P([O-])([O-])=O.[K+].[K+].[K+].C12(P(C34CC5CC(CC(C5)C3)C4)CCCC)CC3CC(CC(C3)C1)C2.[Cl:45][C:46]1[C:47]([CH3:63])=[C:48](B2OC(C)(C)C(C)(C)O2)[CH:49]=[CH:50][C:51]=1[O:52][CH3:53].Cl, predict the reaction product. (3) Given the reactants [CH2:1]([O:3][CH:4]([CH2:9][C:10]1[CH:15]=[CH:14][C:13]([CH:16]=[N:17][CH2:18][CH2:19][CH2:20][CH2:21][CH2:22][CH2:23][CH3:24])=[CH:12][CH:11]=1)[C:5]([O:7][CH3:8])=[O:6])[CH3:2].Cl.C([BH3-])#N.[Na+], predict the reaction product. The product is: [CH2:1]([O:3][CH:4]([CH2:9][C:10]1[CH:11]=[CH:12][C:13]([CH2:16][NH:17][CH2:18][CH2:19][CH2:20][CH2:21][CH2:22][CH2:23][CH3:24])=[CH:14][CH:15]=1)[C:5]([O:7][CH3:8])=[O:6])[CH3:2]. (4) Given the reactants Br[C:2]1[CH:3]=[C:4]([C:13]#[C:14][CH2:15][CH2:16][CH2:17][CH2:18][CH2:19][C:20]2[C:21]([CH2:33][CH2:34][C:35]([OH:37])=[O:36])=[C:22]([CH:30]=[CH:31][CH:32]=2)[O:23][CH2:24][CH2:25][CH2:26][C:27]([OH:29])=[O:28])[CH:5]=[C:6]([C:8](=[O:12])[N:9]([CH3:11])[CH3:10])[CH:7]=1.O.[C:39]1(B(O)O)[CH:44]=[CH:43][CH:42]=[CH:41][CH:40]=1.C(=O)([O-])[O-].[K+].[K+], predict the reaction product. The product is: [C:35]([CH2:34][CH2:33][C:21]1[C:20]([CH2:19][CH2:18][CH2:17][CH2:16][CH2:15][C:14]#[C:13][C:4]2[CH:3]=[C:2]([C:39]3[CH:44]=[CH:43][CH:42]=[CH:41][CH:40]=3)[CH:7]=[C:6]([C:8](=[O:12])[N:9]([CH3:11])[CH3:10])[CH:5]=2)=[CH:32][CH:31]=[CH:30][C:22]=1[O:23][CH2:24][CH2:25][CH2:26][C:27]([OH:29])=[O:28])([OH:37])=[O:36]. (5) Given the reactants [Cl:1][C:2]1[N:3]=[C:4](Cl)[C:5]2[CH:10]=[CH:9][S:8][C:6]=2[N:7]=1.C(O)(C(F)(F)F)=O.[CH3:19][C:20]1[CH:26]=[C:25]([CH3:27])[CH:24]=[C:23]([CH3:28])[C:21]=1[NH2:22], predict the reaction product. The product is: [Cl:1][C:2]1[N:3]=[C:4]([NH:22][C:21]2[C:23]([CH3:28])=[CH:24][C:25]([CH3:27])=[CH:26][C:20]=2[CH3:19])[C:5]2[CH:10]=[CH:9][S:8][C:6]=2[N:7]=1. (6) The product is: [CH3:28][O:27][C:26]1[C:3](=[O:2])[C:4]([CH3:33])=[C:5]([CH2:6][C:7]2[CH:8]=[CH:9][C:10]([O:16][CH2:17][C:18]3[CH:23]=[CH:22][CH:21]=[CH:20][CH:19]=3)=[C:11]([CH:15]=2)[C:12]([OH:14])=[O:13])[C:24](=[O:31])[C:25]=1[O:29][CH3:30]. Given the reactants C[O:2][C:3]1[C:4]([CH3:33])=[C:5]([C:24]([O:31]C)=[C:25]([O:29][CH3:30])[C:26]=1[O:27][CH3:28])[CH2:6][C:7]1[CH:8]=[CH:9][C:10]([O:16][CH2:17][C:18]2[CH:23]=[CH:22][CH:21]=[CH:20][CH:19]=2)=[C:11]([CH:15]=1)[C:12]([OH:14])=[O:13].O=[N+]([O-])[O-].[O-][N+](=O)[O-].[O-][N+](=O)[O-].[O-][N+](=O)[O-].[O-][N+](=O)[O-].[O-][N+](=O)[O-].[Ce+4].[NH4+].[NH4+], predict the reaction product.